From a dataset of Forward reaction prediction with 1.9M reactions from USPTO patents (1976-2016). Predict the product of the given reaction. Given the reactants Cl[C:2]1[CH:7]=[C:6]([CH3:8])[N:5]=[C:4]([C:9]2[CH:14]=[CH:13][CH:12]=[CH:11][N:10]=2)[N:3]=1.[CH:15]([C:18]1[CH:19]=[C:20]([CH:22]=[CH:23][CH:24]=1)[NH2:21])([CH3:17])[CH3:16], predict the reaction product. The product is: [CH:15]([C:18]1[CH:19]=[C:20]([CH:22]=[CH:23][CH:24]=1)[NH:21][C:2]1[CH:7]=[C:6]([CH3:8])[N:5]=[C:4]([C:9]2[CH:14]=[CH:13][CH:12]=[CH:11][N:10]=2)[N:3]=1)([CH3:17])[CH3:16].